Dataset: Forward reaction prediction with 1.9M reactions from USPTO patents (1976-2016). Task: Predict the product of the given reaction. Given the reactants [C:1]([NH:5][C:6]1[CH:11]=[C:10]([C:12]2[C:13]([C:26]3[CH:31]=[CH:30][CH:29]=[C:28]([N+:32]([O-])=O)[CH:27]=3)=[N:14][N:15]([CH2:17][C:18]3[CH:23]=[CH:22][C:21]([O:24][CH3:25])=[CH:20][CH:19]=3)[CH:16]=2)[CH:9]=[CH:8][N:7]=1)([CH3:4])([CH3:3])[CH3:2].O.[Cl-].[NH4+], predict the reaction product. The product is: [NH2:32][C:28]1[CH:27]=[C:26]([C:13]2[C:12]([C:10]3[CH:9]=[CH:8][N:7]=[C:6]([NH:5][C:1]([CH3:4])([CH3:3])[CH3:2])[CH:11]=3)=[CH:16][N:15]([CH2:17][C:18]3[CH:19]=[CH:20][C:21]([O:24][CH3:25])=[CH:22][CH:23]=3)[N:14]=2)[CH:31]=[CH:30][CH:29]=1.